This data is from NCI-60 drug combinations with 297,098 pairs across 59 cell lines. The task is: Regression. Given two drug SMILES strings and cell line genomic features, predict the synergy score measuring deviation from expected non-interaction effect. Drug 1: CC1=C2C(C(=O)C3(C(CC4C(C3C(C(C2(C)C)(CC1OC(=O)C(C(C5=CC=CC=C5)NC(=O)OC(C)(C)C)O)O)OC(=O)C6=CC=CC=C6)(CO4)OC(=O)C)OC)C)OC. Drug 2: CS(=O)(=O)CCNCC1=CC=C(O1)C2=CC3=C(C=C2)N=CN=C3NC4=CC(=C(C=C4)OCC5=CC(=CC=C5)F)Cl. Cell line: NCI-H460. Synergy scores: CSS=68.1, Synergy_ZIP=16.0, Synergy_Bliss=14.2, Synergy_Loewe=-5.18, Synergy_HSA=15.7.